From a dataset of Full USPTO retrosynthesis dataset with 1.9M reactions from patents (1976-2016). Predict the reactants needed to synthesize the given product. The reactants are: [C:1]1([C:7]2([CH2:12][C:13]#[N:14])[CH2:11][CH2:10][CH2:9][CH2:8]2)[CH:6]=[CH:5][CH:4]=[CH:3][CH:2]=1.Cl.[Cl:16]C1C=CC=CC=1C1C=CC=CC=1CC(N)=[NH:31]. Given the product [ClH:16].[C:1]1([C:7]2([CH2:12][C:13]([NH2:31])=[NH:14])[CH2:11][CH2:10][CH2:9][CH2:8]2)[CH:6]=[CH:5][CH:4]=[CH:3][CH:2]=1, predict the reactants needed to synthesize it.